Dataset: Reaction yield outcomes from USPTO patents with 853,638 reactions. Task: Predict the reaction yield, written as a fraction of the theoretical maximum amount of product (1.0 means a 100% yield; for example, 0.34 means a 34% yield). (1) The reactants are O[Li].O.SCC(O)=O.[CH2:9]([O:16][N:17]([C@H:30]1[CH2:35][N:34]([C:36]([O:38][C:39]([CH3:42])([CH3:41])[CH3:40])=[O:37])[C@H:33]([C:43]([O:45][CH2:46][CH3:47])=[O:44])[CH2:32][CH2:31]1)S(C1C=CC=CC=1[N+]([O-])=O)(=O)=O)[C:10]1[CH:15]=[CH:14][CH:13]=[CH:12][CH:11]=1. The catalyst is CN(C=O)C.O. The product is [CH2:9]([O:16][NH:17][C@H:30]1[CH2:35][N:34]([C:36]([O:38][C:39]([CH3:41])([CH3:42])[CH3:40])=[O:37])[C@H:33]([C:43]([O:45][CH2:46][CH3:47])=[O:44])[CH2:32][CH2:31]1)[C:10]1[CH:15]=[CH:14][CH:13]=[CH:12][CH:11]=1. The yield is 0.850. (2) The reactants are C([N:8]1[C:13]2[CH:14]=[CH:15][CH:16]=[CH:17][C:12]=2[C:11](=[O:18])[CH2:10][S:9]1(=[O:20])=[O:19])C1C=CC=CC=1.[C:21]([O:25][C:26]([N:28]1[CH2:33][CH2:32][C:31](=O)[CH2:30][CH2:29]1)=[O:27])([CH3:24])([CH3:23])[CH3:22].N1CCCCC1.[H][H]. The catalyst is N1C=CC=CC=1. The product is [C:21]([O:25][C:26]([N:28]1[CH2:33][CH2:32][CH:31]([CH:10]2[C:11](=[O:18])[C:12]3[CH:17]=[CH:16][CH:15]=[CH:14][C:13]=3[NH:8][S:9]2(=[O:19])=[O:20])[CH2:30][CH2:29]1)=[O:27])([CH3:24])([CH3:22])[CH3:23]. The yield is 0.240. (3) The reactants are [F:1][C:2]1[C:7]2[O:8][CH2:9][O:10][C:6]=2[CH:5]=[C:4]([CH2:11]O)[CH:3]=1.C([O-])(O)=O.[Na+].O=S(Cl)[Cl:20]. No catalyst specified. The product is [Cl:20][CH2:11][C:4]1[CH:3]=[C:2]([F:1])[C:7]2[O:8][CH2:9][O:10][C:6]=2[CH:5]=1. The yield is 0.920. (4) The reactants are [C:1]([C:3]1[CH:4]=[C:5]([N:9]2[C:18]3[CH:17]=[CH:16][C:15]4[CH:19]=[CH:20][CH:21]=[CH:22][C:14]=4[C:13]=3[NH:12][C:11](=[O:23])[C:10]2=[O:24])[CH:6]=[CH:7][CH:8]=1)#[N:2].C([Sn]([N:38]=[N+:39]=[N-:40])(CCCC)CCCC)CCC.[OH-].[Na+]. The catalyst is C1(C)C=CC=CC=1. The product is [NH:38]1[C:1]([C:3]2[CH:4]=[C:5]([N:9]3[C:18]4[CH:17]=[CH:16][C:15]5[CH:19]=[CH:20][CH:21]=[CH:22][C:14]=5[C:13]=4[NH:12][C:11](=[O:23])[C:10]3=[O:24])[CH:6]=[CH:7][CH:8]=2)=[N:2][N:40]=[N:39]1. The yield is 0.660. (5) The reactants are [Cl:1][C:2]1[CH:3]=[C:4]([NH:9][CH:10]([C:12]2[CH:13]=[C:14]([C:29](O)=[O:30])[CH:15]=[C:16]3[C:21]=2[O:20][C:19]([N:22]2[CH2:27][CH2:26][O:25][CH2:24][CH2:23]2)=[CH:18][C:17]3=[O:28])[CH3:11])[CH:5]=[CH:6][C:7]=1[F:8].[NH:32]1[CH2:37][CH2:36][CH:35]([OH:38])[CH2:34][CH2:33]1. No catalyst specified. The product is [Cl:1][C:2]1[CH:3]=[C:4]([NH:9][CH:10]([C:12]2[CH:13]=[C:14]([C:29]([N:32]3[CH2:37][CH2:36][CH:35]([OH:38])[CH2:34][CH2:33]3)=[O:30])[CH:15]=[C:16]3[C:21]=2[O:20][C:19]([N:22]2[CH2:23][CH2:24][O:25][CH2:26][CH2:27]2)=[CH:18][C:17]3=[O:28])[CH3:11])[CH:5]=[CH:6][C:7]=1[F:8]. The yield is 0.742. (6) The reactants are [CH2:1](Br)[CH:2]([CH3:4])[CH3:3].[C:6]([C:8]1[CH:9]=[C:10]([CH:16]=[CH:17][C:18]=1O)[C:11]([O:13][CH2:14][CH3:15])=[O:12])#[N:7].C(=O)([O-])[O-].[K+].[K+]. The catalyst is CN(C=O)C. The product is [C:6]([C:8]1[CH:9]=[C:10]([CH:16]=[CH:17][C:18]=1[CH2:1][CH:2]([CH3:4])[CH3:3])[C:11]([O:13][CH2:14][CH3:15])=[O:12])#[N:7]. The yield is 0.330. (7) The yield is 0.320. The product is [Cl:35][C:36]1[CH:37]=[C:38]([C:43]2[C:51]([C:52]([NH2:54])=[O:53])=[C:46]3[CH2:47][N:48]([C:59]([NH:32][C:9]4([C:6]5[CH:5]=[CH:4][C:3]([C:1]#[N:2])=[CH:8][CH:7]=5)[CH2:10][C:11]([F:13])([F:14])[CH2:12]4)=[O:58])[CH2:49][CH2:50][N:45]3[N:44]=2)[CH:39]=[CH:40][C:41]=1[F:42]. The reactants are [C:1]([C:3]1[CH:8]=[CH:7][C:6]([C:9]2(C(O)=O)[CH2:12][C:11]([F:14])([F:13])[CH2:10]2)=[CH:5][CH:4]=1)#[N:2].C1C=CC(P([N:32]=[N+]=[N-])(C2C=CC=CC=2)=O)=CC=1.[Cl:35][C:36]1[CH:37]=[C:38]([C:43]2[C:51]([C:52]([NH2:54])=[O:53])=[C:46]3[CH2:47][NH:48][CH2:49][CH2:50][N:45]3[N:44]=2)[CH:39]=[CH:40][C:41]=1[F:42].C1[CH2:59][O:58]CC1. The catalyst is C1(C)C=CC=CC=1.CCOC(C)=O. (8) The reactants are [H-].[Na+].[C:3]([CH2:5][C:6]([O:8][CH2:9][CH3:10])=[O:7])#[N:4].[Br:11][C:12]1[CH:17]=[C:16]([C:18]([F:21])([F:20])[F:19])[CH:15]=[C:14](F)[CH:13]=1.Cl. The catalyst is CN1C(=O)CCC1.O. The product is [Br:11][C:12]1[CH:13]=[C:14]([CH:5]([C:3]#[N:4])[C:6]([O:8][CH2:9][CH3:10])=[O:7])[CH:15]=[C:16]([C:18]([F:19])([F:20])[F:21])[CH:17]=1. The yield is 0.540. (9) The reactants are [C:1]1(=[CH:6][C:7](=[O:9])[CH3:8])[CH2:5][CH2:4][CH2:3][CH2:2]1.C1(CC(=O)C)CCCC=1.[C:19]([O:25][CH2:26][CH3:27])(=[O:24])[CH2:20][C:21]([CH3:23])=O. The catalyst is CCCCCCC.C1C=CC=CC=1.[Cl-].[Zn+2].[Cl-]. The product is [CH3:23][C:21]1[CH:20]([C:19]([O:25][CH2:26][CH3:27])=[O:24])[C:1]2([CH2:6][C:7](=[O:9])[CH:8]=1)[CH2:5][CH2:4][CH2:3][CH2:2]2. The yield is 0.120. (10) The reactants are [F:1][C:2]1[CH:7]=[CH:6][C:5]([CH2:8][C:9]2[CH:18]=[C:17]3[C:12]([C:13]([OH:33])=[C:14]([C:27]([NH:29][CH2:30][CH2:31][OH:32])=[O:28])[C:15](=[O:26])[N:16]3[CH2:19][C:20]3[N:21]([CH3:25])[CH:22]=[CH:23][N:24]=3)=[N:11][CH:10]=2)=[CH:4][CH:3]=1.[OH-].[Na+:35]. No catalyst specified. The product is [F:1][C:2]1[CH:7]=[CH:6][C:5]([CH2:8][C:9]2[CH:18]=[C:17]3[C:12]([C:13]([O-:33])=[C:14]([C:27]([NH:29][CH2:30][CH2:31][OH:32])=[O:28])[C:15](=[O:26])[N:16]3[CH2:19][C:20]3[N:21]([CH3:25])[CH:22]=[CH:23][N:24]=3)=[N:11][CH:10]=2)=[CH:4][CH:3]=1.[Na+:35]. The yield is 0.920.